From a dataset of Full USPTO retrosynthesis dataset with 1.9M reactions from patents (1976-2016). Predict the reactants needed to synthesize the given product. (1) Given the product [C:1]1(=[O:32])[NH:3][C:4](=[O:30])[CH:5]=[CH:2]1.[CH2:11]=[CH:12][C:13]1[CH:18]=[CH:17][CH:16]=[CH:15][CH:14]=1, predict the reactants needed to synthesize it. The reactants are: [CH2:1]([N:3](CC)[CH2:4][CH3:5])[CH3:2].ClC([CH:11]=[CH:12][C:13]1[CH:18]=[CH:17][C:16](OC(=O)C2C=CC(F)=C(F)C=2)=[CH:15][CH:14]=1)=O.[OH2:30].C[OH:32]. (2) Given the product [Br:8][C:5]1[CH:6]=[CH:7][C:2]([O:17][CH2:16][CH2:15][N:12]2[CH2:13][CH2:14][O:9][CH2:10][CH2:11]2)=[N:3][CH:4]=1, predict the reactants needed to synthesize it. The reactants are: Br[C:2]1[CH:7]=[CH:6][C:5]([Br:8])=[CH:4][N:3]=1.[O:9]1[CH2:14][CH2:13][N:12]([CH2:15][CH2:16][OH:17])[CH2:11][CH2:10]1. (3) Given the product [N+:49]([C:52]1[CH:53]=[CH:54][C:55]([S:58]([O:17][CH2:16][CH2:15][C:9]2([C:4]3[CH:5]=[CH:6][C:7]([Cl:8])=[C:2]([Cl:1])[CH:3]=3)[O:14][CH2:13][CH2:12][N:11]([C:30](=[O:31])[C:29]3[CH:28]=[C:27]([O:26][CH3:25])[C:35]([O:36][CH3:37])=[C:34]([O:38][CH3:39])[CH:33]=3)[CH2:10]2)(=[O:60])=[O:59])=[CH:56][CH:57]=1)([O-:51])=[O:50], predict the reactants needed to synthesize it. The reactants are: [Cl:1][C:2]1[CH:3]=[C:4]([C:9]2([CH2:15][CH2:16][OH:17])[O:14][CH2:13][CH2:12][NH:11][CH2:10]2)[CH:5]=[CH:6][C:7]=1[Cl:8].C(N(CC)CC)C.[CH3:25][O:26][C:27]1[CH:28]=[C:29]([CH:33]=[C:34]([O:38][CH3:39])[C:35]=1[O:36][CH3:37])[C:30](Cl)=[O:31].CN(C1C=CC=CN=1)C.[N+:49]([C:52]1[CH:57]=[CH:56][C:55]([S:58](Cl)(=[O:60])=[O:59])=[CH:54][CH:53]=1)([O-:51])=[O:50].Cl.